Task: Predict the reactants needed to synthesize the given product.. Dataset: Full USPTO retrosynthesis dataset with 1.9M reactions from patents (1976-2016) (1) Given the product [C:24]([OH:31])(=[O:30])/[CH:25]=[CH:26]/[C:27]([OH:29])=[O:28].[C:1]1([C@H:7]([O:13][C:14]2[CH:15]=[CH:16][C:17]([C:20]([F:21])([F:22])[F:23])=[CH:18][CH:19]=2)[CH2:8][CH2:9][CH2:10][CH2:11][NH2:12])[CH:6]=[CH:5][CH:4]=[CH:3][CH:2]=1, predict the reactants needed to synthesize it. The reactants are: [C:1]1([C@H:7]([O:13][C:14]2[CH:19]=[CH:18][C:17]([C:20]([F:23])([F:22])[F:21])=[CH:16][CH:15]=2)[CH2:8][CH2:9][CH2:10][CH2:11][NH2:12])[CH:6]=[CH:5][CH:4]=[CH:3][CH:2]=1.[C:24]([OH:31])(=[O:30])/[CH:25]=[CH:26]/[C:27]([OH:29])=[O:28]. (2) Given the product [Br:10][C:6]1[CH:5]=[CH:4][C:3]([OH:9])=[C:2]([Cl:1])[C:7]=1[Cl:8], predict the reactants needed to synthesize it. The reactants are: [Cl:1][C:2]1[C:7]([Cl:8])=[CH:6][CH:5]=[CH:4][C:3]=1[OH:9].[Br:10]Br. (3) Given the product [C:21]1([CH3:25])[CH:22]=[CH:23][CH:24]=[C:19]([N:18]2[C:13]3=[N:14][CH:15]=[CH:16][CH:17]=[C:12]3[N:11]=[C:10]2[C@@H:8]([NH2:7])[CH3:9])[CH:20]=1, predict the reactants needed to synthesize it. The reactants are: C(OC(=O)[NH:7][C@H:8]([C:10]1[N:18]([C:19]2[CH:20]=[C:21]([CH3:25])[CH:22]=[CH:23][CH:24]=2)[C:13]2=[N:14][CH:15]=[CH:16][CH:17]=[C:12]2[N:11]=1)[CH3:9])(C)(C)C.C(O)(C(F)(F)F)=O. (4) Given the product [NH2:31][C:27]1[N:28]=[CH:29][N:30]=[C:25]([N:21]2[C:20]3[CH:32]=[C:16]([C:10]#[C:9][C:8]([CH3:12])([OH:11])[CH2:7][O:6][Si:5]([C:1]([CH3:4])([CH3:3])[CH3:2])([CH3:14])[CH3:13])[CH:17]=[CH:18][C:19]=3[N:23]=[C:22]2[CH3:24])[N:26]=1, predict the reactants needed to synthesize it. The reactants are: [C:1]([Si:5]([CH3:14])([CH3:13])[O:6][CH2:7][C:8]([CH3:12])([OH:11])[C:9]#[CH:10])([CH3:4])([CH3:3])[CH3:2].Br[C:16]1[CH:17]=[CH:18][C:19]2[N:23]=[C:22]([CH3:24])[N:21]([C:25]3[N:30]=[CH:29][N:28]=[C:27]([NH2:31])[N:26]=3)[C:20]=2[CH:32]=1.C1C=CC(P(C2C=CC=CC=2)CCCP(C2C=CC=CC=2)C2C=CC=CC=2)=CC=1.C([O-])([O-])=O.[K+].[K+]. (5) Given the product [NH2:18][C:15]1[CH:16]=[C:17]2[C:12](=[C:13]([F:24])[C:14]=1[O:21][CH2:22][CH3:23])[N:11]([C:25]([O:27][C:28]([CH3:29])([CH3:30])[CH3:31])=[O:26])[N:10]=[C:9]2[NH:8][C:6]([O:5][C:1]([CH3:2])([CH3:4])[CH3:3])=[O:7], predict the reactants needed to synthesize it. The reactants are: [C:1]([O:5][C:6]([NH:8][C:9]1[C:17]2[C:12](=[C:13]([F:24])[C:14]([O:21][CH2:22][CH3:23])=[C:15]([N+:18]([O-])=O)[CH:16]=2)[N:11]([C:25]([O:27][C:28]([CH3:31])([CH3:30])[CH3:29])=[O:26])[N:10]=1)=[O:7])([CH3:4])([CH3:3])[CH3:2].[H][H]. (6) Given the product [O:3]1[CH2:4][CH2:5][O:1][CH:2]1[C:6]1[N:7]([CH2:11][C:12]2[CH:17]=[CH:16][C:15]([F:18])=[CH:14][CH:13]=2)[C:8]([S:20][CH3:19])=[CH:9][N:10]=1, predict the reactants needed to synthesize it. The reactants are: [O:1]1[CH2:5][CH2:4][O:3][CH:2]1[C:6]1[N:7]([CH2:11][C:12]2[CH:17]=[CH:16][C:15]([F:18])=[CH:14][CH:13]=2)[CH:8]=[CH:9][N:10]=1.[CH3:19][S:20]C. (7) Given the product [CH:1]1([N:6]2[CH:14]=[C:13]([N+:15]([O-:17])=[O:16])[N:12]=[CH:11]2)[CH2:5][CH2:4][CH2:3][CH2:2]1, predict the reactants needed to synthesize it. The reactants are: [CH:1]1([NH2:6])[CH2:5][CH2:4][CH2:3][CH2:2]1.[N+](N1[CH:14]=[C:13]([N+:15]([O-:17])=[O:16])[N:12]=[CH:11]1)([O-])=O. (8) Given the product [CH2:1]([O:3][C:4]([C:6]1[CH:10]=[C:9]([C:11]2[CH:16]=[CH:15][C:14]([OH:17])=[CH:13][N:12]=2)[N:8]([C:25]2[CH:26]=[N:27][C:28]([CH3:31])=[CH:29][CH:30]=2)[N:7]=1)=[O:5])[CH3:2], predict the reactants needed to synthesize it. The reactants are: [CH2:1]([O:3][C:4]([C:6]1[CH:10]=[C:9]([C:11]2[CH:16]=[CH:15][C:14]([O:17]CC3C=CC=CC=3)=[CH:13][N:12]=2)[N:8]([C:25]2[CH:26]=[N:27][C:28]([CH3:31])=[CH:29][CH:30]=2)[N:7]=1)=[O:5])[CH3:2].[H][H].